Dataset: Reaction yield outcomes from USPTO patents with 853,638 reactions. Task: Predict the reaction yield, written as a fraction of the theoretical maximum amount of product (1.0 means a 100% yield; for example, 0.34 means a 34% yield). (1) The reactants are [CH3:1][C:2]1[O:8][CH:7]=[C:6]([OH:9])[C:4](=[O:5])[CH:3]=1.CN(C)C.[C:14](Cl)(=[O:22])[CH2:15][CH2:16][CH2:17][CH2:18][CH2:19][CH2:20][CH3:21]. The catalyst is C1COCC1. The product is [C:14]([O:9][C:6]1[C:4](=[O:5])[CH:3]=[C:2]([CH3:1])[O:8][CH:7]=1)(=[O:22])[CH2:15][CH2:16][CH2:17][CH2:18][CH2:19][CH2:20][CH3:21]. The yield is 0.900. (2) The reactants are [NH2:1][CH2:2][CH2:3][OH:4].F[C:6]1[CH:11]=[CH:10][C:9]([C:12]([F:15])([F:14])[F:13])=[CH:8][C:7]=1[N+:16]([O-:18])=[O:17]. The catalyst is C1COCC1. The product is [N+:16]([C:7]1[CH:8]=[C:9]([C:12]([F:13])([F:14])[F:15])[CH:10]=[CH:11][C:6]=1[NH:1][CH2:2][CH2:3][OH:4])([O-:18])=[O:17]. The yield is 1.00.